Dataset: Full USPTO retrosynthesis dataset with 1.9M reactions from patents (1976-2016). Task: Predict the reactants needed to synthesize the given product. (1) Given the product [CH2:1]([O:8][C:9]1[CH:17]=[C:16]2[C:12]([CH:13]=[N:14][NH:15]2)=[CH:11][C:10]=1[NH2:18])[C:2]1[CH:3]=[CH:4][CH:5]=[CH:6][CH:7]=1, predict the reactants needed to synthesize it. The reactants are: [CH2:1]([O:8][C:9]1[CH:17]=[C:16]2[C:12]([CH:13]=[N:14][NH:15]2)=[CH:11][C:10]=1[N+:18]([O-])=O)[C:2]1[CH:7]=[CH:6][CH:5]=[CH:4][CH:3]=1.C(Cl)Cl.[Sn](Cl)Cl. (2) Given the product [C:1]([C:5]1[C:9]([CH2:10][CH2:11][C:12]([O:14][CH3:15])=[O:13])=[CH:8][N:7]([C:17]2[N:18]=[N:19][C:20]([C:23]([F:26])([F:25])[F:24])=[CH:21][CH:22]=2)[N:6]=1)([CH3:4])([CH3:2])[CH3:3], predict the reactants needed to synthesize it. The reactants are: [C:1]([C:5]1[C:9]([CH2:10][CH2:11][C:12]([O:14][CH3:15])=[O:13])=[CH:8][NH:7][N:6]=1)([CH3:4])([CH3:3])[CH3:2].Cl[C:17]1[N:18]=[N:19][C:20]([C:23]([F:26])([F:25])[F:24])=[CH:21][CH:22]=1.[H-].[Na+].Cl. (3) Given the product [CH:31]1([NH:30][C:28]([C:17]2[C:16]([CH3:37])=[C:15]([C:12]3[CH:11]=[CH:10][C:9]([OH:8])=[CH:14][CH:13]=3)[N:19]([C:20]3[CH:25]=[CH:24][C:23]([Cl:26])=[CH:22][C:21]=3[Cl:27])[N:18]=2)=[O:29])[CH2:36][CH2:35][CH2:34][CH2:33][CH2:32]1, predict the reactants needed to synthesize it. The reactants are: C([O:8][C:9]1[CH:14]=[CH:13][C:12]([C:15]2[N:19]([C:20]3[CH:25]=[CH:24][C:23]([Cl:26])=[CH:22][C:21]=3[Cl:27])[N:18]=[C:17]([C:28]([NH:30][CH:31]3[CH2:36][CH2:35][CH2:34][CH2:33][CH2:32]3)=[O:29])[C:16]=2[CH3:37])=[CH:11][CH:10]=1)C1C=CC=CC=1.CSC.C([O-])(O)=O.[Na+]. (4) Given the product [CH3:30][N:31]([CH3:35])[CH2:32][CH2:33][O:34][C:2]1[CH:3]=[C:4]([CH:25]=[CH:26][N:27]=1)[C:5]([NH:7][C:8]1[S:9][C:10]2[C:16]([N:17]3[CH2:22][CH2:21][O:20][CH2:19][CH2:18]3)=[CH:15][CH:14]=[C:13]([O:23][CH3:24])[C:11]=2[N:12]=1)=[O:6], predict the reactants needed to synthesize it. The reactants are: Br[C:2]1[CH:3]=[C:4]([CH:25]=[CH:26][N:27]=1)[C:5]([NH:7][C:8]1[S:9][C:10]2[C:16]([N:17]3[CH2:22][CH2:21][O:20][CH2:19][CH2:18]3)=[CH:15][CH:14]=[C:13]([O:23][CH3:24])[C:11]=2[N:12]=1)=[O:6].[H-].[Na+].[CH3:30][N:31]([CH3:35])[CH2:32][CH2:33][OH:34]. (5) Given the product [Br:1][C:2]1[CH:10]=[CH:9][C:5]([C:6]([N:21]2[CH2:22][CH2:23][CH2:24][C:19]([OH:25])([C:15]3[CH:16]=[CH:17][CH:18]=[C:13]([O:12][CH3:11])[CH:14]=3)[CH2:20]2)=[O:7])=[CH:4][CH:3]=1, predict the reactants needed to synthesize it. The reactants are: [Br:1][C:2]1[CH:10]=[CH:9][C:5]([C:6](Cl)=[O:7])=[CH:4][CH:3]=1.[CH3:11][O:12][C:13]1[CH:14]=[C:15]([C:19]2([OH:25])[CH2:24][CH2:23][CH2:22][NH:21][CH2:20]2)[CH:16]=[CH:17][CH:18]=1. (6) Given the product [C:1](=[C:2]1[N:29]=[C:28]2[CH:30]=[CH:31][CH:32]=[CH:33][C:27]2=[N:26]1)=[O:5], predict the reactants needed to synthesize it. The reactants are: [C:1](Cl)(=[O:5])[C:2](Cl)=O.COC1CCC(C(O)=O)CC1.NC1C=CC(C2[NH:26][C:27]3[CH:33]=[CH:32][C:31](N)=[CH:30][C:28]=3[N:29]=2)=CC=1.